This data is from Full USPTO retrosynthesis dataset with 1.9M reactions from patents (1976-2016). The task is: Predict the reactants needed to synthesize the given product. (1) The reactants are: [CH2:1]([O:3][C:4]([C:6]1[C:10]([Br:11])=[C:9]([C:12]2[CH:17]=[CH:16][C:15]([F:18])=[CH:14][CH:13]=2)[N:8]([C:19]2[CH:24]=[CH:23][C:22]([F:25])=[CH:21][CH:20]=2)[C:7]=1[CH2:26]Br)=[O:5])[CH3:2].[CH2:28]([O:30][C:31](=[O:41])[CH2:32][NH:33][C:34]([O:36][C:37]([CH3:40])([CH3:39])[CH3:38])=[O:35])[CH3:29]. Given the product [CH2:1]([O:3][C:4]([C:6]1[C:10]([Br:11])=[C:9]([C:12]2[CH:17]=[CH:16][C:15]([F:18])=[CH:14][CH:13]=2)[N:8]([C:19]2[CH:20]=[CH:21][C:22]([F:25])=[CH:23][CH:24]=2)[C:7]=1[CH2:26][N:33]([C:34]([O:36][C:37]([CH3:38])([CH3:40])[CH3:39])=[O:35])[CH2:32][C:31]([O:30][CH2:28][CH3:29])=[O:41])=[O:5])[CH3:2], predict the reactants needed to synthesize it. (2) The reactants are: [N+:1]([C:4]1[CH:5]=[C:6]([CH2:10][C:11]#[N:12])[CH:7]=[CH:8][CH:9]=1)([O-:3])=[O:2].Br[CH2:14][CH2:15]Br.[H-].[Na+]. Given the product [N+:1]([C:4]1[CH:5]=[C:6]([C:10]2([C:11]#[N:12])[CH2:15][CH2:14]2)[CH:7]=[CH:8][CH:9]=1)([O-:3])=[O:2], predict the reactants needed to synthesize it.